This data is from Peptide-MHC class I binding affinity with 185,985 pairs from IEDB/IMGT. The task is: Regression. Given a peptide amino acid sequence and an MHC pseudo amino acid sequence, predict their binding affinity value. This is MHC class I binding data. (1) The peptide sequence is AIYGAAFSGV. The MHC is HLA-A02:01 with pseudo-sequence HLA-A02:01. The binding affinity (normalized) is 0.923. (2) The peptide sequence is KEMGFSPRL. The MHC is HLA-B15:42 with pseudo-sequence HLA-B15:42. The binding affinity (normalized) is 0.213.